Task: Predict the reactants needed to synthesize the given product.. Dataset: Full USPTO retrosynthesis dataset with 1.9M reactions from patents (1976-2016) (1) Given the product [Br:17][CH2:18][CH2:19][CH2:20][CH2:21][C:2]1[S:1][CH:5]=[CH:4][CH:3]=1, predict the reactants needed to synthesize it. The reactants are: [S:1]1[CH:5]=[CH:4][CH:3]=[CH:2]1.C([Li])CCC.CCCCCC.[Br:17][CH2:18][CH2:19][CH2:20][CH2:21]Br. (2) Given the product [ClH:18].[CH2:1]([C:3]1[O:4][C:5]2[C:15]([N:16]=1)=[CH:14][C:8]1[CH2:9][CH2:10][N:11]([CH2:19][CH2:20][CH2:21][CH2:22][S:23][C:24]3[N:25]([CH3:40])[C:26]([C:29]4[CH:38]=[CH:37][CH:36]=[C:35]5[C:30]=4[CH:31]=[CH:32][C:33]([CH3:39])=[N:34]5)=[N:27][N:28]=3)[CH2:12][CH2:13][C:7]=1[C:6]=2[CH3:17])[CH3:2], predict the reactants needed to synthesize it. The reactants are: [CH2:1]([C:3]1[O:4][C:5]2[C:15]([N:16]=1)=[CH:14][C:8]1[CH2:9][CH2:10][NH:11][CH2:12][CH2:13][C:7]=1[C:6]=2[CH3:17])[CH3:2].[Cl:18][CH2:19][CH2:20][CH2:21][CH2:22][S:23][C:24]1[N:25]([CH3:40])[C:26]([C:29]2[CH:38]=[CH:37][CH:36]=[C:35]3[C:30]=2[CH:31]=[CH:32][C:33]([CH3:39])=[N:34]3)=[N:27][N:28]=1. (3) The reactants are: O1C=C(CN)N=C1.[CH3:8][N:9]1[CH:13]=[C:12]([CH2:14][NH2:15])[N:11]=[CH:10]1.[F:16][C:17]1[CH:38]=[CH:37][C:20]([CH2:21][N:22]2[CH2:26][CH2:25][N:24]([C:27]3[CH:28]=[C:29]([CH:33]=[CH:34][N:35]=3)[C:30](O)=[O:31])[C:23]2=[O:36])=[CH:19][CH:18]=1. Given the product [F:16][C:17]1[CH:18]=[CH:19][C:20]([CH2:21][N:22]2[CH2:26][CH2:25][N:24]([C:27]3[CH:28]=[C:29]([CH:33]=[CH:34][N:35]=3)[C:30]([NH:15][CH2:14][C:12]3[N:11]=[CH:10][N:9]([CH3:8])[CH:13]=3)=[O:31])[C:23]2=[O:36])=[CH:37][CH:38]=1, predict the reactants needed to synthesize it. (4) Given the product [CH3:23][O:24][C:25]([C:27]12[CH2:36][CH:31]3[CH2:32][CH:33]([CH2:35][C:29]([NH:37][C:13]([C:15]4[CH:20]=[CH:19][CH:18]=[C:17]([CH3:21])[N:16]=4)=[O:14])([CH2:30]3)[CH2:28]1)[CH2:34]2)=[O:26], predict the reactants needed to synthesize it. The reactants are: NC12CC3CC(CC(N[C:13]([C:15]4[CH:20]=[CH:19][CH:18]=[C:17]([CH3:21])[N:16]=4)=[O:14])(C3)C1)C2.Cl.[CH3:23][O:24][C:25]([C:27]12[CH2:36][CH:31]3[CH2:32][CH:33]([CH2:35][C:29]([NH2:37])([CH2:30]3)[CH2:28]1)[CH2:34]2)=[O:26].CC1N=C(C(O)=O)C=CC=1. (5) Given the product [Br:1][C:2]1[CH:3]=[CH:4][C:5]([C:12]([OH:13])=[O:19])=[C:6]([S:8](=[O:9])(=[O:10])[NH2:11])[CH:7]=1, predict the reactants needed to synthesize it. The reactants are: [Br:1][C:2]1[CH:3]=[CH:4][C:5]([CH3:12])=[C:6]([S:8]([NH2:11])(=[O:10])=[O:9])[CH:7]=1.[O-:13][Mn](=O)(=O)=O.[K+].[OH-:19].[Na+]. (6) Given the product [CH3:13][C:11]1[CH:12]=[C:7]([CH:8]=[C:9]([CH3:28])[C:10]=1[CH2:14][C:15]1[CH:20]=[CH:19][C:18]([O:21][CH2:22][O:23][CH3:24])=[C:17]([CH:25]([CH3:27])[CH3:26])[CH:16]=1)[C:31]([O:74][CH3:73])=[O:32], predict the reactants needed to synthesize it. The reactants are: FC(F)(F)S(O[C:7]1[CH:12]=[C:11]([CH3:13])[C:10]([CH2:14][C:15]2[CH:20]=[CH:19][C:18]([O:21][CH2:22][O:23][CH3:24])=[C:17]([CH:25]([CH3:27])[CH3:26])[CH:16]=2)=[C:9]([CH3:28])[CH:8]=1)(=O)=O.[CH3:31][OH:32].C1(P(C(P(C2C=CC=CC=2)C2C=CC=CC=2)(C)C)C2C=CC=CC=2)C=CC=CC=1.CCN(CC)CC.Cl.CN([CH:73]=[O:74])C. (7) Given the product [N:24]1([C:22]([C:21]2[CH:20]=[C:19]([CH:36]=[CH:35][CH:34]=2)[CH2:18][NH:17][C:9](=[O:10])[O:11][C:12]([CH3:13])([CH3:14])[CH3:15])=[O:23])[C:33]2[C:28](=[CH:29][CH:30]=[CH:31][CH:32]=2)[CH2:27][CH2:26][CH2:25]1, predict the reactants needed to synthesize it. The reactants are: [C:9](O[C:9]([O:11][C:12]([CH3:15])([CH3:14])[CH3:13])=[O:10])([O:11][C:12]([CH3:15])([CH3:14])[CH3:13])=[O:10].Cl.[NH2:17][CH2:18][C:19]1[CH:20]=[C:21]([CH:34]=[CH:35][CH:36]=1)[C:22]([N:24]1[C:33]2[C:28](=[CH:29][CH:30]=[CH:31][CH:32]=2)[CH2:27][CH2:26][CH2:25]1)=[O:23].C(N(CC)CC)C. (8) Given the product [F:1][C:2]1[CH:3]=[CH:4][C:5]([C:8]2[N:12]=[CH:11][N:10]([CH:13]3[CH2:18][CH2:17][N:16]([C:28]4[CH:29]=[CH:30][C:31]5[N:32]([C:34]([C:37]([F:38])([F:40])[F:39])=[N:35][N:36]=5)[N:33]=4)[CH2:15][CH2:14]3)[C:9]=2[C:19]2[CH:24]=[CH:23][N:22]=[C:21]([O:25][CH3:26])[N:20]=2)=[CH:6][CH:7]=1, predict the reactants needed to synthesize it. The reactants are: [F:1][C:2]1[CH:7]=[CH:6][C:5]([C:8]2[N:12]=[CH:11][N:10]([CH:13]3[CH2:18][CH2:17][NH:16][CH2:15][CH2:14]3)[C:9]=2[C:19]2[CH:24]=[CH:23][N:22]=[C:21]([O:25][CH3:26])[N:20]=2)=[CH:4][CH:3]=1.Cl[C:28]1[CH:29]=[CH:30][C:31]2[N:32]([C:34]([C:37]([F:40])([F:39])[F:38])=[N:35][N:36]=2)[N:33]=1. (9) Given the product [NH:19]([C:31]([O:33][CH2:34][C:35]1[CH:36]=[CH:37][CH:38]=[CH:39][CH:40]=1)=[O:32])[C@@H:20]([C:26]([O:28][CH2:29][CH3:30])=[O:27])[CH2:21][CH2:22][C:23]([NH:1][C@@H:2]([C:13]([O:15][CH2:16][CH3:17])=[O:14])[CH2:3][C:4]1[C:12]2[C:7](=[CH:8][CH:9]=[CH:10][CH:11]=2)[NH:6][CH:5]=1)=[O:24], predict the reactants needed to synthesize it. The reactants are: [NH2:1][C@@H:2]([C:13]([O:15][CH2:16][CH3:17])=[O:14])[CH2:3][C:4]1[C:12]2[C:7](=[CH:8][CH:9]=[CH:10][CH:11]=2)[NH:6][CH:5]=1.Cl.[NH:19]([C:31]([O:33][CH2:34][C:35]1[CH:40]=[CH:39][CH:38]=[CH:37][CH:36]=1)=[O:32])[C@@H:20]([C:26]([O:28][CH2:29][CH3:30])=[O:27])[CH2:21][CH2:22][C:23](=O)[OH:24].C1C=C2N=NN(O)C2=CC=1.O.CCN=C=NCCCN(C)C.Cl.CCN(C(C)C)C(C)C.